From a dataset of Catalyst prediction with 721,799 reactions and 888 catalyst types from USPTO. Predict which catalyst facilitates the given reaction. (1) Reactant: [NH2:1][C:2]1[CH:3]=[C:4]([CH:21]=[CH:22][CH:23]=1)[CH2:5][N:6]1[CH:15]=[CH:14][C:13]2[C:8](=[CH:9][C:10]([C:16]([O:18][CH3:19])=[O:17])=[CH:11][CH:12]=2)[C:7]1=[O:20].Cl.[C:25]([O:29][C:30]([N:32]1[CH2:37][CH2:36][C:35]([CH3:41])([C:38](O)=[O:39])[CH2:34][CH2:33]1)=[O:31])([CH3:28])([CH3:27])[CH3:26].Cl.CN(C)CCCN=C=NCC. Product: [C:25]([O:29][C:30]([N:32]1[CH2:37][CH2:36][C:35]([C:38]([NH:1][C:2]2[CH:3]=[C:4]([CH:21]=[CH:22][CH:23]=2)[CH2:5][N:6]2[CH:15]=[CH:14][C:13]3[C:8](=[CH:9][C:10]([C:16]([O:18][CH3:19])=[O:17])=[CH:11][CH:12]=3)[C:7]2=[O:20])=[O:39])([CH3:41])[CH2:34][CH2:33]1)=[O:31])([CH3:28])([CH3:27])[CH3:26]. The catalyst class is: 17. (2) Reactant: C[O:2][C:3]([C:5]1([N:13]([O:26][CH:27]2[CH2:32][CH2:31][CH2:30][CH2:29][CH2:28]2)[C:14](=[O:25])[CH2:15][C:16]2[C:21]([CH3:22])=[CH:20][C:19]([CH3:23])=[CH:18][C:17]=2[CH3:24])[CH2:10][CH2:9][N:8]([O:11][CH3:12])[CH2:7][CH2:6]1)=O.C[O-].[Na+].[Cl-].[NH4+]. Product: [CH:27]1([O:26][N:13]2[C:5]3([CH2:10][CH2:9][N:8]([O:11][CH3:12])[CH2:7][CH2:6]3)[C:3]([OH:2])=[C:15]([C:16]3[C:17]([CH3:24])=[CH:18][C:19]([CH3:23])=[CH:20][C:21]=3[CH3:22])[C:14]2=[O:25])[CH2:32][CH2:31][CH2:30][CH2:29][CH2:28]1. The catalyst class is: 9. (3) Reactant: [CH2:1]([O:8][C:9]1[CH:14]=[CH:13][C:12]([Cl:15])=[CH:11][C:10]=1B(O)O)[C:2]1[CH:7]=[CH:6][CH:5]=[CH:4][CH:3]=1.[C:19]([C:21]1[CH:22]=[C:23]([CH:26]=[CH:27][CH:28]=1)[CH2:24]Br)#[N:20].C(=O)([O-])[O-].[Na+].[Na+]. Product: [CH2:1]([O:8][C:9]1[CH:14]=[CH:13][C:12]([Cl:15])=[CH:11][C:10]=1[CH2:24][C:23]1[CH:22]=[C:21]([CH:28]=[CH:27][CH:26]=1)[C:19]#[N:20])[C:2]1[CH:7]=[CH:6][CH:5]=[CH:4][CH:3]=1. The catalyst class is: 104.